Dataset: Reaction yield outcomes from USPTO patents with 853,638 reactions. Task: Predict the reaction yield, written as a fraction of the theoretical maximum amount of product (1.0 means a 100% yield; for example, 0.34 means a 34% yield). (1) The reactants are [C:1]([O:5][C:6]([NH:8][C:9]1[S:10][CH:11]=[C:12](/[C:14](=[N:25]/[O:26][C:27]([CH3:36])([CH3:35])[C:28]([O:30][C:31]([CH3:34])([CH3:33])[CH3:32])=[O:29])/[C:15]([NH:17][C@@H:18]2[C:21](=[O:22])[NH:20][C@@H:19]2[CH2:23]I)=[O:16])[N:13]=1)=[O:7])([CH3:4])([CH3:3])[CH3:2].[N-:37]=[N+:38]=[N-:39].C([N+](CCCC)(CCCC)CCCC)CCC. The catalyst is C1COCC1. The product is [N:37]([CH2:23][C@@H:19]1[C@H:18]([NH:17][C:15](=[O:16])/[C:14](=[N:25]\[O:26][C:27]([CH3:36])([CH3:35])[C:28]([O:30][C:31]([CH3:34])([CH3:33])[CH3:32])=[O:29])/[C:12]2[N:13]=[C:9]([NH:8][C:6]([O:5][C:1]([CH3:4])([CH3:3])[CH3:2])=[O:7])[S:10][CH:11]=2)[C:21](=[O:22])[NH:20]1)=[N+:38]=[N-:39]. The yield is 0.820. (2) The yield is 0.650. The catalyst is CO. The reactants are C([O:3][C:4](=[O:34])[CH2:5][CH2:6][C:7]1[N:8]([C:24]2[CH:29]=[CH:28][C:27]([C:30](=[O:32])[NH2:31])=[CH:26][C:25]=2[CH3:33])[C:9]([C:12]2[CH:17]=[CH:16][C:15]([C:18]([O:20][CH3:21])=[O:19])=[CH:14][C:13]=2[O:22][CH3:23])=[CH:10][CH:11]=1)C.[OH-].[Na+]. The product is [C:30]([C:27]1[CH:28]=[CH:29][C:24]([N:8]2[C:9]([C:12]3[CH:17]=[CH:16][C:15]([C:18]([O:20][CH3:21])=[O:19])=[CH:14][C:13]=3[O:22][CH3:23])=[CH:10][CH:11]=[C:7]2[CH2:6][CH2:5][C:4]([OH:34])=[O:3])=[C:25]([CH3:33])[CH:26]=1)(=[O:32])[NH2:31].